From a dataset of Forward reaction prediction with 1.9M reactions from USPTO patents (1976-2016). Predict the product of the given reaction. (1) Given the reactants [CH3:1][C:2]1[N:3]([C:8]2[CH:13]=[CH:12][CH:11]=[CH:10][CH:9]=2)[C:4]([CH3:7])=[CH:5][CH:6]=1.CN([CH:17]=[O:18])C.O=P(Cl)(Cl)Cl.C([O-])([O-])=O.[K+].[K+], predict the reaction product. The product is: [CH3:1][C:2]1[N:3]([C:8]2[CH:13]=[CH:12][CH:11]=[CH:10][CH:9]=2)[C:4]([CH3:7])=[CH:5][C:6]=1[CH:17]=[O:18]. (2) Given the reactants [NH2:1][C@@H:2]([CH2:11][CH:12]1[CH2:15][CH2:14][CH2:13]1)[CH:3]([OH:10])[C:4]([NH:6][CH:7]1[CH2:9][CH2:8]1)=[O:5].[ClH:16], predict the reaction product. The product is: [ClH:16].[NH2:1][C@@H:2]([CH2:11][CH:12]1[CH2:13][CH2:14][CH2:15]1)[CH:3]([OH:10])[C:4]([NH:6][CH:7]1[CH2:9][CH2:8]1)=[O:5]. (3) Given the reactants [Si:1]([O:8][CH2:9][C@@H:10]([OH:29])[CH2:11][O:12][CH2:13][CH2:14][CH2:15][CH2:16][CH2:17][CH2:18][CH2:19][CH2:20][CH2:21][CH2:22][CH2:23][CH2:24][CH2:25][CH2:26][CH2:27][CH3:28])([C:4]([CH3:7])([CH3:6])[CH3:5])([CH3:3])[CH3:2].[CH3:30][S:31](Cl)(=[O:33])=[O:32], predict the reaction product. The product is: [CH3:30][S:31]([O:29][C@@H:10]([CH2:11][O:12][CH2:13][CH2:14][CH2:15][CH2:16][CH2:17][CH2:18][CH2:19][CH2:20][CH2:21][CH2:22][CH2:23][CH2:24][CH2:25][CH2:26][CH2:27][CH3:28])[CH2:9][O:8][Si:1]([C:4]([CH3:7])([CH3:6])[CH3:5])([CH3:3])[CH3:2])(=[O:33])=[O:32]. (4) Given the reactants Cl[C:2]1[C:8]2[CH:9]=[CH:10][CH:11]=[CH:12][C:7]=2[S:6][C:5]2[CH:13]=[CH:14][CH:15]=[CH:16][C:4]=2[N:3]=1.[CH2:17]([C@H:25]1[CH2:30][NH:29][CH2:28][CH2:27][NH:26]1)[CH2:18][C:19]1[CH:24]=[CH:23][CH:22]=[CH:21][CH:20]=1, predict the reaction product. The product is: [CH2:17]([C@@H:25]1[NH:26][CH2:27][CH2:28][N:29]([C:2]2[C:8]3[CH:9]=[CH:10][CH:11]=[CH:12][C:7]=3[S:6][C:5]3[CH:13]=[CH:14][CH:15]=[CH:16][C:4]=3[N:3]=2)[CH2:30]1)[CH2:18][C:19]1[CH:20]=[CH:21][CH:22]=[CH:23][CH:24]=1.